Dataset: NCI-60 drug combinations with 297,098 pairs across 59 cell lines. Task: Regression. Given two drug SMILES strings and cell line genomic features, predict the synergy score measuring deviation from expected non-interaction effect. (1) Drug 1: CN(C)N=NC1=C(NC=N1)C(=O)N. Drug 2: C1=NC2=C(N=C(N=C2N1C3C(C(C(O3)CO)O)O)F)N. Cell line: SF-539. Synergy scores: CSS=5.79, Synergy_ZIP=-1.82, Synergy_Bliss=2.80, Synergy_Loewe=1.47, Synergy_HSA=2.54. (2) Drug 1: CC1=C(C=C(C=C1)NC2=NC=CC(=N2)N(C)C3=CC4=NN(C(=C4C=C3)C)C)S(=O)(=O)N.Cl. Drug 2: CC1=CC=C(C=C1)C2=CC(=NN2C3=CC=C(C=C3)S(=O)(=O)N)C(F)(F)F. Cell line: PC-3. Synergy scores: CSS=7.12, Synergy_ZIP=-2.22, Synergy_Bliss=-2.26, Synergy_Loewe=-2.51, Synergy_HSA=-0.983. (3) Drug 1: CC(CN1CC(=O)NC(=O)C1)N2CC(=O)NC(=O)C2. Drug 2: CN(CCCl)CCCl.Cl. Cell line: SW-620. Synergy scores: CSS=52.7, Synergy_ZIP=-3.31, Synergy_Bliss=0.653, Synergy_Loewe=1.80, Synergy_HSA=2.66. (4) Drug 1: CC1=C(C=C(C=C1)C(=O)NC2=CC(=CC(=C2)C(F)(F)F)N3C=C(N=C3)C)NC4=NC=CC(=N4)C5=CN=CC=C5. Drug 2: CC1CCC2CC(C(=CC=CC=CC(CC(C(=O)C(C(C(=CC(C(=O)CC(OC(=O)C3CCCCN3C(=O)C(=O)C1(O2)O)C(C)CC4CCC(C(C4)OC)O)C)C)O)OC)C)C)C)OC. Cell line: UACC62. Synergy scores: CSS=5.69, Synergy_ZIP=-3.49, Synergy_Bliss=-2.44, Synergy_Loewe=-8.87, Synergy_HSA=-1.61. (5) Drug 1: C1=CC(=CC=C1CCCC(=O)O)N(CCCl)CCCl. Drug 2: B(C(CC(C)C)NC(=O)C(CC1=CC=CC=C1)NC(=O)C2=NC=CN=C2)(O)O. Cell line: SK-MEL-2. Synergy scores: CSS=2.44, Synergy_ZIP=-4.98, Synergy_Bliss=-5.99, Synergy_Loewe=-5.34, Synergy_HSA=-5.34.